From a dataset of Reaction yield outcomes from USPTO patents with 853,638 reactions. Predict the reaction yield, written as a fraction of the theoretical maximum amount of product (1.0 means a 100% yield; for example, 0.34 means a 34% yield). (1) The reactants are [F:1][C:2]1[CH:7]=[C:6]([O:8][C:9]([F:12])([F:11])[F:10])[CH:5]=[CH:4][C:3]=1[CH:13]1[CH2:18][CH:17]([C:19]([O:21]C)=[O:20])[CH2:16][CH2:15][N:14]1[C:23]([O:25][CH3:26])=[O:24].[Br-].[Li+].C(N(CC)CC)C.CC(OC)(C)C. The catalyst is C(#N)C.O. The product is [F:1][C:2]1[CH:7]=[C:6]([O:8][C:9]([F:12])([F:10])[F:11])[CH:5]=[CH:4][C:3]=1[CH:13]1[CH2:18][CH:17]([C:19]([OH:21])=[O:20])[CH2:16][CH2:15][N:14]1[C:23]([O:25][CH3:26])=[O:24]. The yield is 0.990. (2) The reactants are [CH3:1][O:2][C:3]1[CH:8]=[CH:7][C:6]([C:9]2[O:13][C:12]([C:14]3[CH:15]=[C:16]([CH:20]=[CH:21][CH:22]=3)[C:17](O)=[O:18])=[N:11][CH:10]=2)=[CH:5][CH:4]=1.CCN=C=NCCCN(C)C.Cl.C1C=CC2N(O)N=NC=2C=1.[C:45]([O:49][C:50]([NH:52][NH2:53])=[O:51])([CH3:48])([CH3:47])[CH3:46]. The catalyst is CN(C)C=O.O. The product is [C:45]([O:49][C:50]([NH:52][NH:53][C:17](=[O:18])[C:16]1[CH:20]=[CH:21][CH:22]=[C:14]([C:12]2[O:13][C:9]([C:6]3[CH:5]=[CH:4][C:3]([O:2][CH3:1])=[CH:8][CH:7]=3)=[CH:10][N:11]=2)[CH:15]=1)=[O:51])([CH3:48])([CH3:47])[CH3:46]. The yield is 0.820. (3) The reactants are Br[C:2]1[CH:3]=[C:4]2[C:8](=[CH:9][C:10]=1[Cl:11])[NH:7][CH:6]=[C:5]2[CH:12]=[O:13].[OH:14][CH2:15][C:16]1[CH:21]=[CH:20][C:19](B(O)O)=[CH:18][CH:17]=1.C(=O)([O-])[O-].[K+].[K+]. The catalyst is C1(C)C=CC=CC=1.CCO.CCOC(C)=O.CCOC(C)=O.CCCCCCC.C1C=CC(P(C2C=CC=CC=2)[C-]2C=CC=C2)=CC=1.C1C=CC(P(C2C=CC=CC=2)[C-]2C=CC=C2)=CC=1.Cl[Pd]Cl.[Fe+2]. The yield is 0.200. The product is [Cl:11][C:10]1[CH:9]=[C:8]2[C:4]([C:5]([CH:12]=[O:13])=[CH:6][NH:7]2)=[CH:3][C:2]=1[C:19]1[CH:20]=[CH:21][C:16]([CH2:15][OH:14])=[CH:17][CH:18]=1. (4) The reactants are [CH3:1][S:2][CH2:3][CH2:4][CH2:5][OH:6].C(N(CC)CC)C.CN(C)CCCCCCN(C)C.[C:26]1([CH3:36])[CH:31]=[CH:30][C:29]([S:32](Cl)(=[O:34])=[O:33])=[CH:28][CH:27]=1. The catalyst is C1(C)C=CC=CC=1.O. The product is [CH3:36][C:26]1[CH:31]=[CH:30][C:29]([S:32]([O:6][CH2:5][CH2:4][CH2:3][S:2][CH3:1])(=[O:34])=[O:33])=[CH:28][CH:27]=1. The yield is 0.940. (5) The reactants are [Cl-].O[NH3+:3].[C:4](=[O:7])([O-])[OH:5].[Na+].CS(C)=O.[CH:13]1([C:16]([OH:54])([CH3:53])[CH2:17][O:18][C@H:19]2[CH2:24][CH2:23][C@H:22]([N:25]3[C:30](=[O:31])[C:29]([CH2:32][C:33]4[CH:38]=[CH:37][C:36]([C:39]5[C:40]([C:45]#[N:46])=[CH:41][CH:42]=[CH:43][CH:44]=5)=[CH:35][CH:34]=4)=[C:28]([CH2:47][CH2:48][CH3:49])[N:27]4[N:50]=[CH:51][CH:52]=[C:26]34)[CH2:21][CH2:20]2)[CH2:15][CH2:14]1. The catalyst is C(OCC)(=O)C. The product is [CH:13]1([C:16]([OH:54])([CH3:53])[CH2:17][O:18][C@H:19]2[CH2:20][CH2:21][C@H:22]([N:25]3[C:30](=[O:31])[C:29]([CH2:32][C:33]4[CH:34]=[CH:35][C:36]([C:39]5[CH:44]=[CH:43][CH:42]=[CH:41][C:40]=5[C:45]5[NH:3][C:4](=[O:7])[O:5][N:46]=5)=[CH:37][CH:38]=4)=[C:28]([CH2:47][CH2:48][CH3:49])[N:27]4[N:50]=[CH:51][CH:52]=[C:26]34)[CH2:23][CH2:24]2)[CH2:14][CH2:15]1. The yield is 0.520.